This data is from Catalyst prediction with 721,799 reactions and 888 catalyst types from USPTO. The task is: Predict which catalyst facilitates the given reaction. (1) Reactant: Cl.[CH3:2][S:3][C:4]1[CH:11]=[CH:10][CH:9]=[CH:8][C:5]=1[CH2:6][NH2:7].C(N(CC)CC)C.[N:19]1[C:28]2[C:23](=[CH:24][N:25]=[CH:26][CH:27]=2)[CH:22]=[CH:21][C:20]=1[C:29](O)=[O:30].O.ON1C2C=CC=CC=2N=N1. Product: [CH3:2][S:3][C:4]1[CH:11]=[CH:10][CH:9]=[CH:8][C:5]=1[CH2:6][NH:7][C:29]([C:20]1[CH:21]=[CH:22][C:23]2[C:28](=[CH:27][CH:26]=[N:25][CH:24]=2)[N:19]=1)=[O:30]. The catalyst class is: 3. (2) Reactant: [CH3:1][N:2]([CH3:27])[CH2:3][CH2:4][NH:5][C:6]([C:8]1[C:21]2[C:12](=[N:13][C:14]3[C:19]([N:20]=2)=[C:18]2[CH:22]=[CH:23][CH:24]=[C:25]([OH:26])[C:17]2=[CH:16][CH:15]=3)[CH:11]=[CH:10][CH:9]=1)=[O:7].CC(C)([O-])C.[K+].Br[CH2:35][C:36]#[N:37]. Product: [CH3:1][N:2]([CH3:27])[CH2:3][CH2:4][NH:5][C:6]([C:8]1[C:21]2[C:12](=[N:13][C:14]3[C:19]([N:20]=2)=[C:18]2[CH:22]=[CH:23][CH:24]=[C:25]([O:26][CH2:35][C:36]#[N:37])[C:17]2=[CH:16][CH:15]=3)[CH:11]=[CH:10][CH:9]=1)=[O:7]. The catalyst class is: 42.